From a dataset of Forward reaction prediction with 1.9M reactions from USPTO patents (1976-2016). Predict the product of the given reaction. (1) The product is: [CH3:1][O:2][C:3](=[O:20])[C:4]1[CH:9]=[C:8]([C:10]([C:12]2[CH:17]=[CH:16][C:15]([N:26]([C:25]3[CH:24]=[CH:23][C:22]([Cl:21])=[CH:32][CH:31]=3)[CH2:27][CH:28]3[CH2:30][CH2:29]3)=[CH:14][N:13]=2)=[O:11])[CH:7]=[CH:6][C:5]=1[F:19]. Given the reactants [CH3:1][O:2][C:3](=[O:20])[C:4]1[CH:9]=[C:8]([C:10]([C:12]2[CH:17]=[CH:16][C:15](Br)=[CH:14][N:13]=2)=[O:11])[CH:7]=[CH:6][C:5]=1[F:19].[Cl:21][C:22]1[CH:32]=[CH:31][C:25]([NH:26][CH2:27][CH:28]2[CH2:30][CH2:29]2)=[CH:24][CH:23]=1, predict the reaction product. (2) Given the reactants [Br:1][C:2]1[CH:7]=[CH:6][C:5]([S:8]([NH:11][C:12]2[C:21]3[C:16](=[CH:17][CH:18]=[CH:19][CH:20]=3)[C:15]([O:22][CH3:23])=[C:14]([S:24][CH2:25][C:26]([O:28]C)=O)[CH:13]=2)(=[O:10])=[O:9])=[CH:4][CH:3]=1.[NH4+:30].[OH-], predict the reaction product. The product is: [Br:1][C:2]1[CH:7]=[CH:6][C:5]([S:8]([NH:11][C:12]2[C:21]3[C:16](=[CH:17][CH:18]=[CH:19][CH:20]=3)[C:15]([O:22][CH3:23])=[C:14]([S:24][CH2:25][C:26]([NH2:30])=[O:28])[CH:13]=2)(=[O:10])=[O:9])=[CH:4][CH:3]=1.